This data is from Reaction yield outcomes from USPTO patents with 853,638 reactions. The task is: Predict the reaction yield, written as a fraction of the theoretical maximum amount of product (1.0 means a 100% yield; for example, 0.34 means a 34% yield). (1) The reactants are Br[C:2]1[C:7]([CH3:8])=[CH:6][CH:5]=[CH:4][N:3]=1.[Li]CCCC.[CH2:14]([Sn:18](Cl)([CH2:23][CH2:24][CH2:25][CH3:26])[CH2:19][CH2:20][CH2:21][CH3:22])[CH2:15][CH2:16][CH3:17].CCOC(C)=O. The catalyst is C1COCC1. The product is [CH3:8][C:7]1[C:2]([Sn:18]([CH2:19][CH2:20][CH2:21][CH3:22])([CH2:23][CH2:24][CH2:25][CH3:26])[CH2:14][CH2:15][CH2:16][CH3:17])=[N:3][CH:4]=[CH:5][CH:6]=1. The yield is 0.270. (2) The reactants are C1(C)C=CC(S([O-])(=O)=O)=CC=1.[NH+]1C=CC=CC=1.[CH3:18][O:19][CH2:20][O:21][CH2:22][CH:23]1[CH2:31][CH2:30][CH2:29][C:24]21OCC[O:25]2. The catalyst is C(O)C. The product is [CH3:18][O:19][CH2:20][O:21][CH2:22][CH:23]1[CH2:31][CH2:30][CH2:29][C:24]1=[O:25]. The yield is 0.640. (3) The reactants are C(OC([NH:8][CH2:9][CH2:10][CH2:11][N:12]([CH2:20][CH2:21][CH2:22][NH:23][CH:24]1[CH2:38][CH2:37][CH2:36][CH2:35][CH2:34][CH2:33][CH2:32][CH2:31][CH2:30][CH2:29][CH2:28][CH2:27][CH2:26][CH2:25]1)C(=O)OC(C)(C)C)=O)(C)(C)C.Cl. The catalyst is CCO. The product is [NH2:8][CH2:9][CH2:10][CH2:11][NH:12][CH2:20][CH2:21][CH2:22][NH:23][CH:24]1[CH2:38][CH2:37][CH2:36][CH2:35][CH2:34][CH2:33][CH2:32][CH2:31][CH2:30][CH2:29][CH2:28][CH2:27][CH2:26][CH2:25]1. The yield is 0.980. (4) The reactants are [CH3:1][N:2]1[C@@H:19]2[CH2:20][C:7]3[CH:8]=[CH:9][C:10]([O:22][CH3:23])=[C:11]4[O:12][C@H:13]5[C:14]([CH2:16][CH2:17][C@:18]2([OH:21])[C@:5]5([C:6]=34)[CH2:4][CH2:3]1)=[O:15].[ClH:24]. The catalyst is CC(O)C. The product is [CH3:1][N:2]1[C@@H:19]2[CH2:20][C:7]3[CH:8]=[CH:9][C:10]([O:22][CH3:23])=[C:11]4[O:12][C@H:13]5[C:14]([CH2:16][CH2:17][C@:18]2([OH:21])[C@:5]5([C:6]=34)[CH2:4][CH2:3]1)=[O:15].[ClH:24]. The yield is 0.930. (5) The reactants are [F:1][C:2]1[CH:20]=[CH:19][C:5]([O:6][CH2:7][C@@H:8]([O:11][Si:12]([C:15]([CH3:18])([CH3:17])[CH3:16])([CH3:14])[CH3:13])[C:9]#[CH:10])=[CH:4][CH:3]=1.[Br:21]N1C(=O)CCC1=O.C(=O)(O)[O-].[Na+]. The catalyst is C1COCC1. The product is [F:1][C:2]1[CH:20]=[CH:19][C:5]([O:6][CH2:7][C@@H:8]([O:11][Si:12]([C:15]([CH3:17])([CH3:16])[CH3:18])([CH3:13])[CH3:14])/[CH:9]=[CH:10]/[Br:21])=[CH:4][CH:3]=1. The yield is 0.940. (6) The reactants are [CH3:1][O:2][C:3]1[CH:4]=[C:5](B(O)O)[CH:6]=[CH:7][CH:8]=1.[NH2:12][C:13]1[N:14]=[C:15]([N:24]2[CH2:29][CH2:28][N:27]([C:30](=[O:40])[CH2:31][O:32][C:33]3[CH:38]=[CH:37][C:36]([Cl:39])=[CH:35][CH:34]=3)[CH2:26][CH2:25]2)[C:16]2[N:22]=[C:21](Cl)[CH:20]=[CH:19][C:17]=2[N:18]=1. No catalyst specified. The product is [NH2:12][C:13]1[N:14]=[C:15]([N:24]2[CH2:25][CH2:26][N:27]([C:30](=[O:40])[CH2:31][O:32][C:33]3[CH:38]=[CH:37][C:36]([Cl:39])=[CH:35][CH:34]=3)[CH2:28][CH2:29]2)[C:16]2[N:22]=[C:21]([C:5]3[CH:6]=[CH:7][CH:8]=[C:3]([O:2][CH3:1])[CH:4]=3)[CH:20]=[CH:19][C:17]=2[N:18]=1. The yield is 0.720.